From a dataset of Full USPTO retrosynthesis dataset with 1.9M reactions from patents (1976-2016). Predict the reactants needed to synthesize the given product. (1) The reactants are: [N+:1]([C:4]1[N:8]=[CH:7][N:6]([C:9]2[CH:14]=[CH:13][CH:12]=[C:11]([C:15]([F:18])([F:17])[F:16])[CH:10]=2)[N:5]=1)([O-])=O. Given the product [F:17][C:15]([F:16])([F:18])[C:11]1[CH:10]=[C:9]([N:6]2[CH:7]=[N:8][C:4]([NH2:1])=[N:5]2)[CH:14]=[CH:13][CH:12]=1, predict the reactants needed to synthesize it. (2) The reactants are: [CH3:1][NH:2][C:3]([CH:5]1[CH2:7][CH:6]1[C:8]1[CH:13]=[CH:12][CH:11]=[CH:10][CH:9]=1)=O.[H-].[H-].[H-].[H-].[Li+].[Al+3]. Given the product [CH3:1][NH:2][CH2:3][C@H:5]1[CH2:7][C@H:6]1[C:8]1[CH:13]=[CH:12][CH:11]=[CH:10][CH:9]=1, predict the reactants needed to synthesize it. (3) Given the product [F:32][CH:28]([F:33])[S:1][C:2]1[CH:17]=[CH:16][C:15]([N+:18]([O-:20])=[O:19])=[CH:14][C:3]=1[CH2:4][N:5]([CH3:13])[C:6](=[O:12])[O:7][C:8]([CH3:9])([CH3:10])[CH3:11], predict the reactants needed to synthesize it. The reactants are: [SH:1][C:2]1[CH:17]=[CH:16][C:15]([N+:18]([O-:20])=[O:19])=[CH:14][C:3]=1[CH2:4][N:5]([CH3:13])[C:6](=[O:12])[O:7][C:8]([CH3:11])([CH3:10])[CH3:9].C([O-])([O-])=O.[K+].[K+].Cl[C:28]([F:33])([F:32])C([O-])=O.[Na+]. (4) Given the product [NH2:42][C:34]1[CH:35]=[C:36]([O:39][CH2:40][CH3:41])[CH:37]=[CH:38][C:33]=1[N:8]([C:6]([O:5][C:1]([CH3:2])([CH3:4])[CH3:3])=[O:7])[C:9]1[N:14]2[N:15]=[CH:16][CH:17]=[C:13]2[N:12]=[C:11]([NH:18][CH:19]2[CH2:24][CH2:23][CH2:22][N:21]([C:25]([O:27][C:28]([CH3:29])([CH3:30])[CH3:31])=[O:26])[CH2:20]2)[C:10]=1[CH3:32], predict the reactants needed to synthesize it. The reactants are: [C:1]([O:5][C:6]([N:8]([C:33]1[CH:38]=[CH:37][C:36]([O:39][CH2:40][CH3:41])=[CH:35][C:34]=1[N+:42]([O-])=O)[C:9]1[N:14]2[N:15]=[CH:16][CH:17]=[C:13]2[N:12]=[C:11]([NH:18][CH:19]2[CH2:24][CH2:23][CH2:22][N:21]([C:25]([O:27][C:28]([CH3:31])([CH3:30])[CH3:29])=[O:26])[CH2:20]2)[C:10]=1[CH3:32])=[O:7])([CH3:4])([CH3:3])[CH3:2].[Cl-].[NH4+]. (5) Given the product [S:1]1[C:5]2[CH:6]=[CH:7][CH:8]=[CH:9][C:4]=2[N:3]=[C:2]1[CH:10]([C:13]1[CH:18]=[CH:17][N:16]=[C:15]([O:28][C:25]2[CH:26]=[CH:27][C:22]([O:21][CH3:20])=[CH:23][CH:24]=2)[N:14]=1)[C:11]#[N:12], predict the reactants needed to synthesize it. The reactants are: [S:1]1[C:5]2[CH:6]=[CH:7][CH:8]=[CH:9][C:4]=2[N:3]=[C:2]1[CH:10]([C:13]1[CH:18]=[CH:17][N:16]=[C:15](Cl)[N:14]=1)[C:11]#[N:12].[CH3:20][O:21][C:22]1[CH:27]=[CH:26][C:25]([OH:28])=[CH:24][CH:23]=1.C(=O)([O-])[O-].[Cs+].[Cs+]. (6) Given the product [C:24]([C:26]1[CH:31]=[CH:30][C:29]([C:2]2[CH:3]=[C:4]([S:8]([NH:11][C:12]3[CH:21]=[CH:20][C:15]([C:16]([O:18][CH3:19])=[O:17])=[C:14]([OH:22])[CH:13]=3)(=[O:10])=[O:9])[S:5][C:6]=2[Cl:7])=[CH:28][CH:27]=1)(=[O:25])[NH2:23], predict the reactants needed to synthesize it. The reactants are: Br[C:2]1[CH:3]=[C:4]([S:8]([NH:11][C:12]2[CH:21]=[CH:20][C:15]([C:16]([O:18][CH3:19])=[O:17])=[C:14]([OH:22])[CH:13]=2)(=[O:10])=[O:9])[S:5][C:6]=1[Cl:7].[NH2:23][C:24]([C:26]1[CH:31]=[CH:30][C:29](B(O)O)=[CH:28][CH:27]=1)=[O:25]. (7) Given the product [OH:1][C:2]1[CH:3]=[CH:4][C:5]([S:8][CH2:9][CH2:10][CH2:11][C:12]([N:16]([CH3:15])[CH2:17][C:18]2[CH:23]=[CH:22][CH:21]=[CH:20][C:19]=2[O:24][CH:25]2[CH2:30][CH2:29][N:28]([CH3:31])[CH2:27][CH2:26]2)=[O:14])=[CH:6][CH:7]=1, predict the reactants needed to synthesize it. The reactants are: [OH:1][C:2]1[CH:7]=[CH:6][C:5]([S:8][CH2:9][CH2:10][CH2:11][C:12]([OH:14])=O)=[CH:4][CH:3]=1.[CH3:15][NH:16][CH2:17][C:18]1[CH:23]=[CH:22][CH:21]=[CH:20][C:19]=1[O:24][CH:25]1[CH2:30][CH2:29][N:28]([CH3:31])[CH2:27][CH2:26]1.